Dataset: TCR-epitope binding with 47,182 pairs between 192 epitopes and 23,139 TCRs. Task: Binary Classification. Given a T-cell receptor sequence (or CDR3 region) and an epitope sequence, predict whether binding occurs between them. (1) The epitope is AVFDRKSDAK. The TCR CDR3 sequence is CASSSPGQGEEAFF. Result: 1 (the TCR binds to the epitope). (2) The epitope is LPAADLDDF. The TCR CDR3 sequence is CASSLPGSYEQYF. Result: 1 (the TCR binds to the epitope). (3) Result: 1 (the TCR binds to the epitope). The epitope is IQYIDIGNY. The TCR CDR3 sequence is CASTPGARETQYF. (4) The epitope is KMKDLSPRW. The TCR CDR3 sequence is CASSQELGPRETQYF. Result: 0 (the TCR does not bind to the epitope). (5) The epitope is KLPDDFTGCV. The TCR CDR3 sequence is CASSHIDRGGYNEQFF. Result: 1 (the TCR binds to the epitope). (6) The epitope is KAYNVTQAF. The TCR CDR3 sequence is CASSPGLGGASTDTQYF. Result: 1 (the TCR binds to the epitope). (7) The epitope is SEPVLKGVKL. The TCR CDR3 sequence is CASSPSHGLNTGELFF. Result: 0 (the TCR does not bind to the epitope). (8) The epitope is NLVPMVATV. The TCR CDR3 sequence is CASSFSRNSPLHF. Result: 1 (the TCR binds to the epitope). (9) The epitope is YYRRATRRIR. The TCR CDR3 sequence is CASSRYLDTEQYF. Result: 0 (the TCR does not bind to the epitope).